Dataset: Reaction yield outcomes from USPTO patents with 853,638 reactions. Task: Predict the reaction yield, written as a fraction of the theoretical maximum amount of product (1.0 means a 100% yield; for example, 0.34 means a 34% yield). (1) The reactants are C(OC(=O)[N:7](CC1C=CC(OC)=CC=1)[C:8]1[S:9][CH:10]=[C:11]([C:13]2[CH:18]=[CH:17][C:16]([F:19])=[C:15]([F:20])[C:14]=2[F:21])[N:12]=1)(C)(C)C. The catalyst is FC(F)(F)C(O)=O. The product is [F:21][C:14]1[C:15]([F:20])=[C:16]([F:19])[CH:17]=[CH:18][C:13]=1[C:11]1[N:12]=[C:8]([NH2:7])[S:9][CH:10]=1. The yield is 0.990. (2) The reactants are [CH3:1][CH:2]1[CH2:6][C:5]2[C:7]([CH3:27])=[C:8]([N:13]3[CH2:18][CH2:17][N:16]([C:19]4[CH:26]=[CH:25][C:22]([C:23]#[N:24])=[CH:21][CH:20]=4)[CH2:15][CH2:14]3)[C:9]([CH3:12])=[C:10]([CH3:11])[C:4]=2[O:3]1.[OH-:28].[K+].O. The catalyst is C(O)(C)(C)C. The product is [CH3:1][CH:2]1[CH2:6][C:5]2[C:7]([CH3:27])=[C:8]([N:13]3[CH2:18][CH2:17][N:16]([C:19]4[CH:20]=[CH:21][C:22]([C:23]([NH2:24])=[O:28])=[CH:25][CH:26]=4)[CH2:15][CH2:14]3)[C:9]([CH3:12])=[C:10]([CH3:11])[C:4]=2[O:3]1. The yield is 0.480. (3) The reactants are [CH3:1][O:2][C:3]1[CH:4]=[C:5]2[C:10](=[CH:11][C:12]=1[O:13][CH3:14])[N:9]=[CH:8][CH:7]=[C:6]2[O:15][C:16]1[CH:22]=[CH:21][C:19]([NH2:20])=[C:18]([N+:23]([O-:25])=[O:24])[CH:17]=1.C(N(CC)CC)C.ClC(Cl)(O[C:37](=[O:43])OC(Cl)(Cl)Cl)Cl.[CH2:45]([N:52]1[CH2:57][CH2:56][CH:55]([NH2:58])[CH2:54][CH2:53]1)[C:46]1[CH:51]=[CH:50][CH:49]=[CH:48][CH:47]=1. The catalyst is C(Cl)(Cl)Cl.O. The product is [CH2:45]([N:52]1[CH2:57][CH2:56][CH:55]([NH:58][C:37]([NH:20][C:19]2[CH:21]=[CH:22][C:16]([O:15][C:6]3[C:5]4[C:10](=[CH:11][C:12]([O:13][CH3:14])=[C:3]([O:2][CH3:1])[CH:4]=4)[N:9]=[CH:8][CH:7]=3)=[CH:17][C:18]=2[N+:23]([O-:25])=[O:24])=[O:43])[CH2:54][CH2:53]1)[C:46]1[CH:47]=[CH:48][CH:49]=[CH:50][CH:51]=1. The yield is 0.860. (4) The product is [Br:26][C:16]1[CH:17]=[C:18]([S:19][C:20]2[CH:21]=[CH:22][CH:23]=[CH:24][CH:25]=2)[C:13]([NH:12][C:10]([NH2:9])=[S:11])=[N:14][CH:15]=1. The reactants are C([NH:9][C:10]([NH:12][C:13]1[C:18]([S:19][C:20]2[CH:25]=[CH:24][CH:23]=[CH:22][CH:21]=2)=[CH:17][C:16]([Br:26])=[CH:15][N:14]=1)=[S:11])(=O)C1C=CC=CC=1.CO.[OH-].[Na+]. The catalyst is O. The yield is 0.965. (5) The reactants are [CH3:1][O:2][C:3]1[CH:18]=[CH:17][C:6]([CH2:7][O:8][CH2:9][C@H:10]2[CH2:14][O:13]C(C)(C)[O:11]2)=[CH:5][CH:4]=1.Cl.C(=O)([O-])O.[Na+]. The catalyst is CO. The product is [CH3:1][O:2][C:3]1[CH:4]=[CH:5][C:6]([CH2:7][O:8][CH2:9][C@H:10]([OH:11])[CH2:14][OH:13])=[CH:17][CH:18]=1. The yield is 0.690. (6) The yield is 0.976. The catalyst is CN(C)C=O. The product is [SH:19][C:2]1[CH:9]=[C:8]([C:10]2[C:11]([C:15]([F:18])([F:17])[F:16])=[N:12][NH:13][CH:14]=2)[CH:7]=[CH:6][C:3]=1[C:4]#[N:5]. The reactants are Cl[C:2]1[CH:9]=[C:8]([C:10]2[C:11]([C:15]([F:18])([F:17])[F:16])=[N:12][NH:13][CH:14]=2)[CH:7]=[CH:6][C:3]=1[C:4]#[N:5].[S-2:19].[Na+].[Na+].O. (7) The reactants are [Br:1][C:2]1[CH:3]=[C:4]([S:8](Cl)(=[O:10])=[O:9])[CH:5]=[CH:6][CH:7]=1.[NH2:12][C:13]1[CH:18]=[CH:17][CH:16]=[CH:15][CH:14]=1.C(=O)([O-])[O-].[Na+].[Na+]. The catalyst is C(#N)C.O. The product is [Br:1][C:2]1[CH:3]=[C:4]([S:8]([NH:12][C:13]2[CH:18]=[CH:17][CH:16]=[CH:15][CH:14]=2)(=[O:10])=[O:9])[CH:5]=[CH:6][CH:7]=1. The yield is 0.940.